This data is from Peptide-MHC class I binding affinity with 185,985 pairs from IEDB/IMGT. The task is: Regression. Given a peptide amino acid sequence and an MHC pseudo amino acid sequence, predict their binding affinity value. This is MHC class I binding data. (1) The peptide sequence is SAVVDNKLK. The MHC is HLA-A68:01 with pseudo-sequence HLA-A68:01. The binding affinity (normalized) is 0.412. (2) The peptide sequence is ITLWQRPIV. The MHC is HLA-A02:01 with pseudo-sequence HLA-A02:01. The binding affinity (normalized) is 0.293. (3) The peptide sequence is QNSADPKVY. The MHC is HLA-A29:02 with pseudo-sequence HLA-A29:02. The binding affinity (normalized) is 0.0409. (4) The MHC is H-2-Kd with pseudo-sequence H-2-Kd. The binding affinity (normalized) is 0.149. The peptide sequence is EYLVSFGVWI.